Dataset: Full USPTO retrosynthesis dataset with 1.9M reactions from patents (1976-2016). Task: Predict the reactants needed to synthesize the given product. (1) Given the product [NH2:11][C:4]1[C:5]([OH:10])=[C:6]([CH:9]=[C:2]([Br:1])[CH:3]=1)[C:7]#[N:8], predict the reactants needed to synthesize it. The reactants are: [Br:1][C:2]1[CH:3]=[C:4]([N+:11]([O-])=O)[C:5]([OH:10])=[C:6]([CH:9]=1)[C:7]#[N:8].S(S([O-])=O)([O-])=O.[Na+].[Na+]. (2) Given the product [CH3:1][S:2]([N:5]1[CH2:10][CH2:9][N:8]2[C:11]([C:18](=[O:47])[NH:19][C@H:20]([C@@H:28]3[O:32][C:31](=[O:33])[N:30]([C:34]([CH3:35])([C:37]4[CH:42]=[CH:41][CH:40]=[C:39]([C:43]([F:45])([F:44])[F:46])[CH:38]=4)[CH3:36])[CH2:29]3)[CH2:21][C:22]3[CH:23]=[CH:24][CH:25]=[CH:26][CH:27]=3)=[CH:12][C:13]([C:14]([OH:16])=[O:15])=[C:7]2[CH2:6]1)(=[O:4])=[O:3], predict the reactants needed to synthesize it. The reactants are: [CH3:1][S:2]([N:5]1[CH2:10][CH2:9][N:8]2[C:11]([C:18](=[O:47])[NH:19][C@H:20]([C@@H:28]3[O:32][C:31](=[O:33])[N:30]([C:34]4([C:37]5[CH:42]=[CH:41][CH:40]=[C:39]([C:43]([F:46])([F:45])[F:44])[CH:38]=5)[CH2:36][CH2:35]4)[CH2:29]3)[CH2:21][C:22]3[CH:27]=[CH:26][CH:25]=[CH:24][CH:23]=3)=[CH:12][C:13]([C:14]([O:16]C)=[O:15])=[C:7]2[CH2:6]1)(=[O:4])=[O:3].[OH-].[Na+]. (3) Given the product [CH3:3][C:4]([CH3:26])=[CH:5][CH2:6][O:7][C:8]1[CH:9]=[CH:10][C:11]2[C:12](=[O:25])[C:13]3[C:18]([O:19][C:20]=2[C:21]=1[C:22](=[O:24])[CH:23]=[CH:32][C:31]1[CH:34]=[CH:35][CH:36]=[C:29]([O:28][CH3:27])[CH:30]=1)=[CH:17][CH:16]=[CH:15][CH:14]=3, predict the reactants needed to synthesize it. The reactants are: [OH-].[K+].[CH3:3][C:4]([CH3:26])=[CH:5][CH2:6][O:7][C:8]1[CH:9]=[CH:10][C:11]2[C:12](=[O:25])[C:13]3[C:18]([O:19][C:20]=2[C:21]=1[C:22](=[O:24])[CH3:23])=[CH:17][CH:16]=[CH:15][CH:14]=3.[CH3:27][O:28][C:29]1[CH:30]=[C:31]([CH:34]=[CH:35][CH:36]=1)[CH:32]=O. (4) The reactants are: [CH3:1][C:2]1[CH:14]=[C:13]([S:15]([N:18]([CH2:35][CH2:36][CH2:37][CH2:38][CH3:39])[C:19]2[CH:20]=[C:21]([C:25]3[CH:30]=[CH:29][C:28]([C:31]([F:34])([F:33])[F:32])=[CH:27][CH:26]=3)[CH:22]=[CH:23][CH:24]=2)(=[O:17])=[O:16])[CH:12]=[CH:11][C:3]=1[O:4][CH2:5][C:6]([O:8]CC)=[O:7].[OH-].[Na+]. Given the product [CH3:1][C:2]1[CH:14]=[C:13]([S:15]([N:18]([CH2:35][CH2:36][CH2:37][CH2:38][CH3:39])[C:19]2[CH:20]=[C:21]([C:25]3[CH:30]=[CH:29][C:28]([C:31]([F:33])([F:32])[F:34])=[CH:27][CH:26]=3)[CH:22]=[CH:23][CH:24]=2)(=[O:16])=[O:17])[CH:12]=[CH:11][C:3]=1[O:4][CH2:5][C:6]([OH:8])=[O:7], predict the reactants needed to synthesize it. (5) Given the product [NH2:1][C@H:2]([CH2:20][C:21]1[N:22]=[CH:23][NH:24][CH:25]=1)[C:3]([NH:5][C:6]1[CH:11]=[CH:10][C:9]([C:12]([N:14]2[CH2:15][CH2:16][CH2:17][CH2:18]2)=[O:13])=[C:8]([CH3:19])[CH:7]=1)=[O:4], predict the reactants needed to synthesize it. The reactants are: [NH2:1][C@H:2]([CH2:20][C:21]1[N:22]=[CH:23][N:24](CC2C=CC=CC=2)[CH:25]=1)[C:3]([NH:5][C:6]1[CH:11]=[CH:10][C:9]([C:12]([N:14]2[CH2:18][CH2:17][CH2:16][CH2:15]2)=[O:13])=[C:8]([CH3:19])[CH:7]=1)=[O:4].[H][H]. (6) Given the product [Cl:24][C:22]1[CH:23]=[CH:18][C:19]([O:25][CH:26]([F:27])[F:28])=[C:20]([C:8]2[N:7]([CH2:9][O:10][CH2:11][CH2:12][Si:13]([CH3:16])([CH3:15])[CH3:14])[N:6]=[CH:5][C:4]=2[N+:1]([O-:3])=[O:2])[CH:21]=1, predict the reactants needed to synthesize it. The reactants are: [N+:1]([C:4]1[CH:5]=[N:6][N:7]([CH2:9][O:10][CH2:11][CH2:12][Si:13]([CH3:16])([CH3:15])[CH3:14])[CH:8]=1)([O-:3])=[O:2].Br[C:18]1[CH:23]=[C:22]([Cl:24])[CH:21]=[CH:20][C:19]=1[O:25][CH:26]([F:28])[F:27].C(=O)([O-])[O-].[K+].[K+].CC(C)(C)C(O)=O. (7) Given the product [F:20][C:21]1[C:22]([N:30]2[N:34]=[CH:33][CH:32]=[N:31]2)=[C:23]([C:24]([N:16]2[CH2:17][CH:18]3[CH:14]([CH2:13][N:12]([C:7]4[N:6]=[CH:5][C:4]5[C:9](=[CH:10][CH:11]=[C:2]([F:1])[CH:3]=5)[N:8]=4)[CH2:19]3)[CH2:15]2)=[O:25])[CH:27]=[CH:28][CH:29]=1, predict the reactants needed to synthesize it. The reactants are: [F:1][C:2]1[CH:3]=[C:4]2[C:9](=[CH:10][CH:11]=1)[N:8]=[C:7]([N:12]1[CH2:19][CH:18]3[CH:14]([CH2:15][NH:16][CH2:17]3)[CH2:13]1)[N:6]=[CH:5]2.[F:20][C:21]1[C:22]([N:30]2[N:34]=[CH:33][CH:32]=[N:31]2)=[C:23]([CH:27]=[CH:28][CH:29]=1)[C:24](O)=[O:25].